This data is from Tyrosyl-DNA phosphodiesterase HTS with 341,365 compounds. The task is: Binary Classification. Given a drug SMILES string, predict its activity (active/inactive) in a high-throughput screening assay against a specified biological target. (1) The drug is S(=O)(=O)(N1CCOCC1)c1cc(NC(=O)CSc2ncccn2)ccc1. The result is 0 (inactive). (2) The compound is s1nnc(C(=O)N(C(c2oc(cc2)C)C(=O)NCc2ccccc2)c2cc(ccc2)C)c1. The result is 0 (inactive).